This data is from Full USPTO retrosynthesis dataset with 1.9M reactions from patents (1976-2016). The task is: Predict the reactants needed to synthesize the given product. (1) Given the product [BrH:10].[Br:10][CH2:8][C:7]([C:4]1[CH:5]=[CH:6][N:1]=[CH:2][CH:3]=1)=[O:9], predict the reactants needed to synthesize it. The reactants are: [N:1]1[CH:6]=[CH:5][C:4]([C:7](=[O:9])[CH3:8])=[CH:3][CH:2]=1.[Br:10]Br. (2) Given the product [CH3:11][O:10][C:8]1[CH:9]=[C:2]2[C:3]([CH:4]=[C:13]([C:12]#[N:15])[CH2:14][O:1]2)=[CH:6][CH:7]=1, predict the reactants needed to synthesize it. The reactants are: [OH:1][C:2]1[CH:9]=[C:8]([O:10][CH3:11])[CH:7]=[CH:6][C:3]=1[CH:4]=O.[C:12](#[N:15])[CH:13]=[CH2:14].N12CCN(CC1)CC2. (3) Given the product [OH:52][CH2:51][CH2:50][O:49][CH2:48][CH2:47][N:46]([CH3:45])[C:34](=[O:36])[C:33]1[CH:37]=[CH:38][CH:39]=[C:31]([C:29]([NH:28][C:17]2[CH:18]=[CH:19][C:20]([N:22]3[CH2:23][CH2:24][CH2:25][CH2:26][CH2:27]3)=[CH:21][C:16]=2[C:12]2[CH:11]=[C:10]([C:8](=[O:9])[NH:7][CH2:6][C:5]3[CH:40]=[CH:41][CH:42]=[C:3]([C:2]([F:1])([F:43])[F:44])[CH:4]=3)[CH:15]=[CH:14][N:13]=2)=[O:30])[CH:32]=1, predict the reactants needed to synthesize it. The reactants are: [F:1][C:2]([F:44])([F:43])[C:3]1[CH:4]=[C:5]([CH:40]=[CH:41][CH:42]=1)[CH2:6][NH:7][C:8]([C:10]1[CH:15]=[CH:14][N:13]=[C:12]([C:16]2[CH:21]=[C:20]([N:22]3[CH2:27][CH2:26][CH2:25][CH2:24][CH2:23]3)[CH:19]=[CH:18][C:17]=2[NH:28][C:29]([C:31]2[CH:32]=[C:33]([CH:37]=[CH:38][CH:39]=2)[C:34]([OH:36])=O)=[O:30])[CH:11]=1)=[O:9].[CH3:45][NH:46][CH2:47][CH2:48][O:49][CH2:50][CH2:51][OH:52]. (4) Given the product [F:26][C:16]1[CH:15]=[CH:14][C:19]([CH2:20][CH:21]([NH:25][C:11]([C:10]2[C:6]3[CH2:5][CH2:4][CH2:3][C:2](=[O:1])[C:7]=3[S:8][CH:9]=2)=[O:13])[C:22]([OH:24])=[O:23])=[CH:18][CH:17]=1, predict the reactants needed to synthesize it. The reactants are: [O:1]=[C:2]1[C:7]2[S:8][CH:9]=[C:10]([C:11]([OH:13])=O)[C:6]=2[CH2:5][CH2:4][CH2:3]1.[CH:14]1[C:19]([CH2:20][CH:21]([NH2:25])[C:22]([OH:24])=[O:23])=[CH:18][CH:17]=[C:16]([F:26])[CH:15]=1. (5) Given the product [O:1]=[C:2]1[N:6]([C@@H:7]([C:9]2[CH:10]=[CH:11][CH:12]=[CH:13][CH:14]=2)[CH3:8])[CH2:5][C@H:4]([C:15]#[N:17])[CH2:3]1, predict the reactants needed to synthesize it. The reactants are: [O:1]=[C:2]1[N:6]([C@@H:7]([C:9]2[CH:14]=[CH:13][CH:12]=[CH:11][CH:10]=2)[CH3:8])[CH2:5][C@H:4]([C:15]([NH2:17])=O)[CH2:3]1.C([O-])(O)=O.[Na+].FC(F)(F)C(OC(=O)C(F)(F)F)=O.